This data is from Catalyst prediction with 721,799 reactions and 888 catalyst types from USPTO. The task is: Predict which catalyst facilitates the given reaction. (1) Reactant: [CH2:1]([O:8][C:9]1[CH:10]=[CH:11][C:12]([C@@H:20]([O:23][Si:24]([C:27]([CH3:30])([CH3:29])[CH3:28])([CH3:26])[CH3:25])[CH2:21]Br)=[C:13]2[C:18]=1[NH:17][C:16](=[O:19])[CH:15]=[CH:14]2)[C:2]1[CH:7]=[CH:6][CH:5]=[CH:4][CH:3]=1.[NH2:31][C:32]([CH3:43])([CH3:42])[CH2:33][C:34]1[CH:35]=[C:36]([CH2:40][OH:41])[CH:37]=[CH:38][CH:39]=1.[I-].[Na+].CCN(C(C)C)C(C)C. Product: [CH2:1]([O:8][C:9]1[CH:10]=[CH:11][C:12]([C@@H:20]([O:23][Si:24]([C:27]([CH3:30])([CH3:29])[CH3:28])([CH3:26])[CH3:25])[CH2:21][NH:31][C:32]([CH3:43])([CH3:42])[CH2:33][C:34]2[CH:39]=[CH:38][CH:37]=[C:36]([CH2:40][OH:41])[CH:35]=2)=[C:13]2[C:18]=1[NH:17][C:16](=[O:19])[CH:15]=[CH:14]2)[C:2]1[CH:7]=[CH:6][CH:5]=[CH:4][CH:3]=1. The catalyst class is: 10. (2) Reactant: [NH2:1][C:2]1[CH:3]=[CH:4][C:5]2[CH2:11][CH2:10][CH2:9][C:8](=[O:12])[NH:7][C:6]=2[CH:13]=1.Cl[C:15]1[N:20]=[C:19]([NH:21][C:22]2[C:33]([F:34])=[CH:32][C:31]([F:35])=[CH:30][C:23]=2[C:24]([NH:26][CH2:27][C:28]#[CH:29])=[O:25])[C:18]([Cl:36])=[CH:17][N:16]=1.C12(CS(O)(=O)=O)C(C)(C)C(CC1)CC2=O.C(=O)(O)[O-].[Na+]. Product: [Cl:36][C:18]1[C:19]([NH:21][C:22]2[C:33]([F:34])=[CH:32][C:31]([F:35])=[CH:30][C:23]=2[C:24]([NH:26][CH2:27][C:28]#[CH:29])=[O:25])=[N:20][C:15]([NH:1][C:2]2[CH:3]=[CH:4][C:5]3[CH2:11][CH2:10][CH2:9][C:8](=[O:12])[NH:7][C:6]=3[CH:13]=2)=[N:16][CH:17]=1. The catalyst class is: 32. (3) Reactant: N(C(OC(C)C)=O)=NC(OC(C)C)=O.[C:15]([N:18]1[C:22]2[CH:23]=[CH:24][C:25]([Cl:27])=[CH:26][C:21]=2[S:20][CH:19]1[C:28]1[CH:33]=[C:32]([O:34][CH3:35])[CH:31]=[CH:30][C:29]=1[OH:36])(=[O:17])[CH3:16].C1(P(C2C=CC=CC=2)C2C=CC=CC=2)C=CC=CC=1.[C:56]1([CH3:71])[CH:61]=[CH:60][C:59]([S:62]([O:65][CH2:66][CH2:67][CH:68]([CH3:70])O)(=[O:64])=[O:63])=[CH:58][CH:57]=1. Product: [C:15]([N:18]1[C:22]2[CH:23]=[CH:24][C:25]([Cl:27])=[CH:26][C:21]=2[S:20][CH:19]1[C:28]1[CH:33]=[C:32]([O:34][CH3:35])[CH:31]=[CH:30][C:29]=1[O:36][CH:68]([CH3:70])[CH2:67][CH2:66][O:65][S:62]([C:59]1[CH:58]=[CH:57][C:56]([CH3:71])=[CH:61][CH:60]=1)(=[O:63])=[O:64])(=[O:17])[CH3:16]. The catalyst class is: 7. (4) Reactant: [CH2:1]([C:4]1[CH:5]=[C:6]([CH:12]=[CH:13][C:14]=1[O:15][CH3:16])[C:7]([O:9]CC)=[O:8])[CH:2]=[CH2:3].[OH-].[Na+].Cl. Product: [CH2:1]([C:4]1[CH:5]=[C:6]([CH:12]=[CH:13][C:14]=1[O:15][CH3:16])[C:7]([OH:9])=[O:8])[CH:2]=[CH2:3]. The catalyst class is: 8. (5) Reactant: [F:1][C:2]([F:7])([F:6])[C:3]([O-:5])=[O:4].Cl[C:9]1[N:14]=[N:13][C:12]([CH2:15][C:16]2[CH:17]=[CH:18][C:19]([F:31])=[C:20]([CH:30]=2)[C:21]([N:23]2[CH2:29][CH2:28][CH2:27][NH2+:26][CH2:25][CH2:24]2)=[O:22])=[C:11]([CH2:32][CH3:33])[CH:10]=1.CC([O-])=[O:36].[Na+]. Product: [F:1][C:2]([F:7])([F:6])[C:3]([O-:5])=[O:4].[CH2:32]([C:11]1[C:12]([CH2:15][C:16]2[CH:17]=[CH:18][C:19]([F:31])=[C:20]([CH:30]=2)[C:21]([N:23]2[CH2:29][CH2:28][CH2:27][NH2+:26][CH2:25][CH2:24]2)=[O:22])=[N:13][NH:14][C:9](=[O:36])[CH:10]=1)[CH3:33]. The catalyst class is: 52. (6) Product: [S:50]1[C:54]2[CH:55]=[CH:56][CH:57]=[CH:58][C:53]=2[N:52]=[C:51]1[CH2:59][NH:60][C:14]([C@@H:9]1[CH2:10][C@@H:11]([F:13])[CH2:12][N:8]1[C:6]([O:5][C:1]([CH3:2])([CH3:3])[CH3:4])=[O:7])=[O:16]. Reactant: [C:1]([O:5][C:6]([N:8]1[CH2:12][C@H:11]([F:13])[CH2:10][C@H:9]1[C:14]([OH:16])=O)=[O:7])([CH3:4])([CH3:3])[CH3:2].CN(C(ON1N=NC2C=CC=CC1=2)=[N+](C)C)C.F[P-](F)(F)(F)(F)F.CCN(C(C)C)C(C)C.[S:50]1[C:54]2[CH:55]=[CH:56][CH:57]=[CH:58][C:53]=2[N:52]=[C:51]1[CH2:59][NH2:60]. The catalyst class is: 2. (7) Reactant: C(NCC)C.C([Li])CCC.[C:11]([CH:15]1[CH2:20][CH2:19][CH:18]([C:21]([O:23][CH3:24])=[O:22])[CH2:17][CH2:16]1)([CH3:14])([CH3:13])[CH3:12].Cl[C:26]([O:28][CH3:29])=[O:27]. Product: [C:11]([CH:15]1[CH2:16][CH2:17][C:18]([C:26]([O:28][CH3:29])=[O:27])([C:21]([O:23][CH3:24])=[O:22])[CH2:19][CH2:20]1)([CH3:14])([CH3:12])[CH3:13]. The catalyst class is: 54.